The task is: Predict the reactants needed to synthesize the given product.. This data is from Full USPTO retrosynthesis dataset with 1.9M reactions from patents (1976-2016). (1) Given the product [CH3:1][O:2][C:3]([C:5]1([CH3:19])[C:10]([C:24]2[CH:25]=[CH:26][C:21]([Cl:20])=[CH:22][CH:23]=2)([OH:11])[CH2:9][CH2:8][N:7]([C:12]([O:14][C:15]([CH3:18])([CH3:17])[CH3:16])=[O:13])[CH2:6]1)=[O:4], predict the reactants needed to synthesize it. The reactants are: [CH3:1][O:2][C:3]([C:5]1([CH3:19])[C:10](=[O:11])[CH2:9][CH2:8][N:7]([C:12]([O:14][C:15]([CH3:18])([CH3:17])[CH3:16])=[O:13])[CH2:6]1)=[O:4].[Cl:20][C:21]1[CH:26]=[CH:25][C:24]([Mg]Br)=[CH:23][CH:22]=1. (2) Given the product [NH2:4][C:3]1[C:2]([Br:1])=[CH:8][C:7]([Br:9])=[CH:6][C:5]=1[NH2:10], predict the reactants needed to synthesize it. The reactants are: [Br:1][C:2]1[CH:8]=[C:7]([Br:9])[CH:6]=[C:5]([N+:10]([O-])=O)[C:3]=1[NH2:4].O. (3) Given the product [CH3:1][C:2]1[CH:7]=[C:6]([C:8]2[CH:9]=[CH:10][C:11]3[N:17]4[CH2:18][C@H:14]([CH2:15][CH2:16]4)[N:13]([C:21]([NH:41][C:40]4[N:32]=[CH:33][N:34]=[C:35]5[C:39]=4[N:38]=[CH:37][NH:36]5)=[O:20])[C:12]=3[N:19]=2)[CH:5]=[CH:4][N:3]=1, predict the reactants needed to synthesize it. The reactants are: [CH3:1][C:2]1[CH:7]=[C:6]([C:8]2[CH:9]=[CH:10][C:11]3[N:17]4[CH2:18][C@H:14]([CH2:15][CH2:16]4)[NH:13][C:12]=3[N:19]=2)[CH:5]=[CH:4][N:3]=1.[O:20]1CCC[CH2:21]1.C(N(CC)CC)C.[N:32]1[C:40]([NH2:41])=[C:39]2[C:35]([NH:36][CH:37]=[N:38]2)=[N:34][CH:33]=1. (4) Given the product [CH3:10][C:5]1[CH:4]=[CH:3][C:2]([S:12][CH3:11])=[CH:9][C:6]=1[C:7]#[N:8], predict the reactants needed to synthesize it. The reactants are: F[C:2]1[CH:3]=[CH:4][C:5]([CH3:10])=[C:6]([CH:9]=1)[C:7]#[N:8].[CH3:11][S-:12].[Na+]. (5) Given the product [C:15]([O:19][C:20]([N:5]1[C:6]2[C:11](=[CH:10][C:9]([F:12])=[CH:8][CH:7]=2)[C:2]([CH3:14])([CH3:1])[CH2:3][C:4]1=[O:13])=[O:21])([CH3:18])([CH3:17])[CH3:16], predict the reactants needed to synthesize it. The reactants are: [CH3:1][C:2]1([CH3:14])[C:11]2[C:6](=[CH:7][CH:8]=[C:9]([F:12])[CH:10]=2)[NH:5][C:4](=[O:13])[CH2:3]1.[C:15]([O:19][C:20](O[C:20]([O:19][C:15]([CH3:18])([CH3:17])[CH3:16])=[O:21])=[O:21])([CH3:18])([CH3:17])[CH3:16]. (6) The reactants are: C(O[C:4]([C:6]1[CH:7]=[C:8]2[C:12](=[CH:13][CH:14]=1)[NH:11][N:10]=[C:9]2[C:15]1[CH:24]=[CH:23][C:22]2[C:17](=[CH:18][CH:19]=[C:20]([O:25][CH2:26][C:27]3[N:28]([CH3:32])[CH:29]=[N:30][CH:31]=3)[CH:21]=2)[CH:16]=1)=[NH:5])C.[CH3:33][CH:34]([CH3:40])[CH2:35][C:36]([NH:38][NH2:39])=O.C(N(CC)CC)C. Given the product [CH2:35]([C:36]1[NH:38][N:39]=[C:4]([C:6]2[CH:7]=[C:8]3[C:12](=[CH:13][CH:14]=2)[NH:11][N:10]=[C:9]3[C:15]2[CH:24]=[CH:23][C:22]3[C:17](=[CH:18][CH:19]=[C:20]([O:25][CH2:26][C:27]4[N:28]([CH3:32])[CH:29]=[N:30][CH:31]=4)[CH:21]=3)[CH:16]=2)[N:5]=1)[CH:34]([CH3:40])[CH3:33], predict the reactants needed to synthesize it.